From a dataset of Forward reaction prediction with 1.9M reactions from USPTO patents (1976-2016). Predict the product of the given reaction. (1) Given the reactants [N:1]([CH:4]([C:6]1[N:7]([CH:22]2[CH2:27][CH2:26][CH2:25][CH2:24][O:23]2)[C:8]2[C:13]([N:14]=1)=[C:12]([N:15]1[CH2:20][CH2:19][O:18][CH2:17][CH2:16]1)[N:11]=[C:10]([Cl:21])[N:9]=2)[CH3:5])=[N+]=[N-].C1(P(C2C=CC=CC=2)C2C=CC=CC=2)C=CC=CC=1.C(OCC)(=O)C.C1(P(=O)(C2C=CC=CC=2)C2C=CC=CC=2)C=CC=CC=1, predict the reaction product. The product is: [Cl:21][C:10]1[N:9]=[C:8]2[C:13]([N:14]=[C:6]([CH:4]([NH2:1])[CH3:5])[N:7]2[CH:22]2[CH2:27][CH2:26][CH2:25][CH2:24][O:23]2)=[C:12]([N:15]2[CH2:20][CH2:19][O:18][CH2:17][CH2:16]2)[N:11]=1. (2) The product is: [F:53][C:54]([F:59])([F:58])[C:55]([OH:57])=[O:56].[NH2:32][CH2:33][C:34]1[CH:35]=[CH:36][C:37]([S:40]([NH:41][C:23]([C:19]2[O:20][C:21]([CH3:22])=[C:17]([CH2:16][O:15][C:12]3[CH:13]=[CH:14][C:9]([C:6]4[CH:7]=[CH:8][C:3]([O:2][CH3:1])=[CH:4][CH:5]=4)=[CH:10][CH:11]=3)[CH:18]=2)=[O:24])(=[O:42])=[O:43])=[CH:38][CH:39]=1. Given the reactants [CH3:1][O:2][C:3]1[CH:8]=[CH:7][C:6]([C:9]2[CH:14]=[CH:13][C:12]([O:15][CH2:16][C:17]3[CH:18]=[C:19]([C:23](O)=[O:24])[O:20][C:21]=3[CH3:22])=[CH:11][CH:10]=2)=[CH:5][CH:4]=1.C(OC(=O)[NH:32][CH2:33][C:34]1[CH:39]=[CH:38][C:37]([S:40](=[O:43])(=[O:42])[NH2:41])=[CH:36][CH:35]=1)(C)(C)C.C(=O)(OC(C)(C)C)N.[F:53][C:54]([F:59])([F:58])[C:55]([OH:57])=[O:56].ClCCl, predict the reaction product.